This data is from Reaction yield outcomes from USPTO patents with 853,638 reactions. The task is: Predict the reaction yield, written as a fraction of the theoretical maximum amount of product (1.0 means a 100% yield; for example, 0.34 means a 34% yield). The reactants are C(OC(=O)[NH:7][C@H:8]([CH2:13][S:14](=[O:18])(=[O:17])[NH:15][CH3:16])[CH2:9][CH:10]([CH3:12])[CH3:11])(C)(C)C.[ClH:20]. The catalyst is O1CCOCC1. The product is [ClH:20].[CH3:16][NH:15][S:14]([CH2:13][C@@H:8]([NH2:7])[CH2:9][CH:10]([CH3:11])[CH3:12])(=[O:17])=[O:18]. The yield is 1.00.